From a dataset of Full USPTO retrosynthesis dataset with 1.9M reactions from patents (1976-2016). Predict the reactants needed to synthesize the given product. (1) Given the product [Br:1][C:2]1[CH:3]=[C:4]([NH2:17])[C:5]([C:8]2[C:13]([F:14])=[CH:12][N:11]=[C:10]([O:15][CH3:16])[CH:9]=2)=[N:6][CH:7]=1, predict the reactants needed to synthesize it. The reactants are: [Br:1][C:2]1[CH:3]=[C:4]([N+:17]([O-])=O)[C:5]([C:8]2[C:13]([F:14])=[CH:12][N:11]=[C:10]([O:15][CH3:16])[CH:9]=2)=[N:6][CH:7]=1.O.O.[Sn](Cl)Cl. (2) Given the product [CH:38]1([NH:41][C:27](=[O:28])[CH2:26][NH:25][C:21]2[CH:20]=[CH:19][CH:18]=[C:17]3[C:22]=2[C:23](=[O:24])[N:15]([CH:14]2[CH2:13][CH2:12][C:11](=[O:31])[NH:10][C:9]2=[O:8])[C:16]3=[O:30])[CH2:40][CH2:39]1, predict the reactants needed to synthesize it. The reactants are: CN1CCOCC1.[O:8]=[C:9]1[CH:14]([N:15]2[C:23](=[O:24])[C:22]3[C:17](=[CH:18][CH:19]=[CH:20][C:21]=3[NH:25][CH2:26][C:27](O)=[O:28])[C:16]2=[O:30])[CH2:13][CH2:12][C:11](=[O:31])[NH:10]1.ClC(OCC)=O.[CH:38]1([NH2:41])[CH2:40][CH2:39]1.